Dataset: Forward reaction prediction with 1.9M reactions from USPTO patents (1976-2016). Task: Predict the product of the given reaction. (1) Given the reactants [N+:1]([C:4]1[CH:9]=[CH:8][C:7]([C:10]2[N:15]=[C:14]([N:16]3[CH:21]4[CH2:22][CH2:23][CH:17]3[CH2:18][O:19][CH2:20]4)[CH:13]=[C:12]([N:24]3[CH:29]4[CH2:30][CH2:31][CH:25]3[CH2:26][O:27][CH2:28]4)[N:11]=2)=[CH:6][CH:5]=1)([O-])=O, predict the reaction product. The product is: [CH:25]12[N:24]([C:12]3[CH:13]=[C:14]([N:16]4[CH:21]5[CH2:22][CH2:23][CH:17]4[CH2:18][O:19][CH2:20]5)[N:15]=[C:10]([C:7]4[CH:6]=[CH:5][C:4]([NH2:1])=[CH:9][CH:8]=4)[N:11]=3)[CH:29]([CH2:30][CH2:31]1)[CH2:28][O:27][CH2:26]2. (2) Given the reactants [CH:1]12[NH:8][CH:5]([CH2:6][CH2:7]1)[CH2:4][CH:3]([C:9]1[N:14]3[N:15]=[C:16]([C:26]4[CH:31]=[CH:30][N:29]=[CH:28][CH:27]=4)[C:17]([C:18]4[CH:19]=[CH:20][C:21]([Cl:25])=[C:22]([OH:24])[CH:23]=4)=[C:13]3[N:12]=[CH:11][CH:10]=1)[CH2:2]2.C(N(CC)CC)C.[CH3:39][S:40](Cl)(=[O:42])=[O:41], predict the reaction product. The product is: [Cl:25][C:21]1[CH:20]=[CH:19][C:18]([C:17]2[C:16]([C:26]3[CH:27]=[CH:28][N:29]=[CH:30][CH:31]=3)=[N:15][N:14]3[C:9]([CH:3]4[CH2:2][CH:1]5[N:8]([S:40]([CH3:39])(=[O:42])=[O:41])[CH:5]([CH2:6][CH2:7]5)[CH2:4]4)=[CH:10][CH:11]=[N:12][C:13]=23)=[CH:23][C:22]=1[OH:24]. (3) Given the reactants [Cl:1][C:2]1[CH:3]=[C:4]([NH:10][C:11]2[N:16]=[CH:15][C:14]([N:17]3[CH2:22][CH2:21][N:20](C([O-])=O)[CH2:19][CH2:18]3)=[CH:13][CH:12]=2)[C:5](=[O:9])[N:6]([CH3:8])[N:7]=1, predict the reaction product. The product is: [ClH:1].[Cl:1][C:2]1[CH:3]=[C:4]([NH:10][C:11]2[CH:12]=[CH:13][C:14]([N:17]3[CH2:22][CH2:21][NH:20][CH2:19][CH2:18]3)=[CH:15][N:16]=2)[C:5](=[O:9])[N:6]([CH3:8])[N:7]=1. (4) Given the reactants [Cl:1][C:2]1[C:3]([O:12][C:13]2[CH:18]=[C:17]([O:19][CH:20]([CH2:25][O:26][CH2:27][CH3:28])[CH2:21][O:22][CH2:23][CH3:24])[CH:16]=[CH:15][C:14]=2/[CH:29]=[CH:30]/[C:31]([OH:33])=O)=[N:4][CH:5]=[C:6]([C:8]([F:11])([F:10])[F:9])[CH:7]=1.Cl.C(N=C=NCCCN(C)C)C.[CH2:46]([S:51]([NH2:54])(=[O:53])=[O:52])[CH2:47][CH2:48][CH2:49][CH3:50].Cl, predict the reaction product. The product is: [Cl:1][C:2]1[C:3]([O:12][C:13]2[CH:18]=[C:17]([O:19][CH:20]([CH2:21][O:22][CH2:23][CH3:24])[CH2:25][O:26][CH2:27][CH3:28])[CH:16]=[CH:15][C:14]=2/[CH:29]=[CH:30]/[C:31]([NH:54][S:51]([CH2:46][CH2:47][CH2:48][CH2:49][CH3:50])(=[O:53])=[O:52])=[O:33])=[N:4][CH:5]=[C:6]([C:8]([F:11])([F:10])[F:9])[CH:7]=1.